Dataset: Full USPTO retrosynthesis dataset with 1.9M reactions from patents (1976-2016). Task: Predict the reactants needed to synthesize the given product. (1) Given the product [C:1]([N:17]1[CH2:18][CH2:19][CH:14]([CH3:13])[CH2:15][CH2:16]1)(=[O:12])/[CH:2]=[CH:3]/[CH2:4][CH2:5][CH2:6][CH2:7][CH2:8][CH2:9][CH3:10], predict the reactants needed to synthesize it. The reactants are: [C:1]([OH:12])(=O)/[CH:2]=[CH:3]/[CH2:4][CH2:5][CH2:6][CH2:7][CH2:8][CH2:9][CH3:10].[CH3:13][CH:14]1[CH2:19][CH2:18][NH:17][CH2:16][CH2:15]1. (2) Given the product [NH2:28][C:5]([CH2:4][OH:3])([CH2:6][OH:7])[CH2:8][N:9]1[C:17]2[C:12](=[CH:13][C:14]([CH2:18][CH2:19][CH2:20][CH2:21][CH2:22][CH2:23][CH2:24][CH3:25])=[CH:15][CH:16]=2)[C:11](=[O:26])[C:10]1=[O:27], predict the reactants needed to synthesize it. The reactants are: CC1(C)[O:7][CH2:6][C:5]([NH:28]C(=O)OC(C)(C)C)([CH2:8][N:9]2[C:17]3[C:12](=[CH:13][C:14]([CH2:18][CH2:19][CH2:20][CH2:21][CH2:22][CH2:23][CH2:24][CH3:25])=[CH:15][CH:16]=3)[C:11](=[O:26])[C:10]2=[O:27])[CH2:4][O:3]1.CC1(C)OCC(NC(=O)OC(C)(C)C)(CN2C3C(=CC(CCCCCCCC)=CC=3)C=C2)CO1.